From a dataset of Full USPTO retrosynthesis dataset with 1.9M reactions from patents (1976-2016). Predict the reactants needed to synthesize the given product. (1) Given the product [Cl:1][C:2]1[CH:9]=[C:8]([O:10][C:11]2[CH:16]=[CH:15][C:14]([CH:17]([CH3:42])[C:18]([OH:41])([C:23]3[CH:24]=[C:25]4[C:30](=[CH:31][CH:32]=3)[NH:29][C:28](=[O:33])[CH:27]=[C:26]4[C:37]([F:38])([F:39])[F:40])[C:19]([F:20])([F:22])[F:21])=[C:13]([Cl:43])[CH:12]=2)[CH:7]=[CH:6][C:3]=1[C:4]#[N:5], predict the reactants needed to synthesize it. The reactants are: [Cl:1][C:2]1[CH:9]=[C:8]([O:10][C:11]2[CH:16]=[CH:15][C:14]([CH:17]([CH3:42])[C:18]([OH:41])([C:23]3[CH:24]=[C:25]4[C:30](=[CH:31][CH:32]=3)[N:29]=[C:28]([O:33]C(C)C)[CH:27]=[C:26]4[C:37]([F:40])([F:39])[F:38])[C:19]([F:22])([F:21])[F:20])=[C:13]([Cl:43])[CH:12]=2)[CH:7]=[CH:6][C:3]=1[C:4]#[N:5].Cl.[OH-].[Na+]. (2) Given the product [C:1]([C:5]1[CH:23]=[C:8]2[N:9]=[C:10]([CH3:22])[C:11]([CH:14]([CH2:19][CH2:20][CH3:21])[C:15]([O:17][CH3:18])=[O:16])=[C:12]([C:26]3[CH:25]=[CH:24][C:33]4[C:28](=[CH:29][CH:30]=[CH:31][CH:32]=4)[CH:27]=3)[N:7]2[N:6]=1)([CH3:4])([CH3:3])[CH3:2], predict the reactants needed to synthesize it. The reactants are: [C:1]([C:5]1[CH:23]=[C:8]2[N:9]=[C:10]([CH3:22])[C:11]([CH:14]([CH2:19][CH2:20][CH3:21])[C:15]([O:17][CH3:18])=[O:16])=[C:12](Cl)[N:7]2[N:6]=1)([CH3:4])([CH3:3])[CH3:2].[CH:24]1[C:33]2[C:28](=[CH:29][CH:30]=[CH:31][CH:32]=2)[CH:27]=[CH:26][C:25]=1B(O)O.C(N(C(C)C)CC)(C)C. (3) Given the product [Br:22][CH:23]([CH3:27])[C:24]([O:14][CH:2]([CH2:3][CH2:4][CH2:5][CH2:6][CH2:7][CH2:8][CH2:9][CH2:10][CH2:11][CH2:12][CH3:13])[CH3:1])=[O:25], predict the reactants needed to synthesize it. The reactants are: [CH3:1][CH:2]([OH:14])[CH2:3][CH2:4][CH2:5][CH2:6][CH2:7][CH2:8][CH2:9][CH2:10][CH2:11][CH2:12][CH3:13].C(N(CC)CC)C.[Br:22][C:23](C)([CH3:27])[C:24](Br)=[O:25]. (4) Given the product [CH3:34][C:33]([N:10]1[C:11]([C:23]2[CH:24]=[CH:25][C:26]([N+:29]([O-:31])=[O:30])=[CH:27][CH:28]=2)=[CH:12][CH:13]=[N:9]1)([CH3:36])[CH3:35], predict the reactants needed to synthesize it. The reactants are: CC(C([N:9]1[CH:13]=[C:12](B2OC(C)(C)C(C)(C)O2)[C:11]([C:23]2[CH:28]=[CH:27][C:26]([N+:29]([O-:31])=[O:30])=[CH:25][CH:24]=2)=[N:10]1)C([O-])=O)(C)C.Cl.[C:33](NN)([CH3:36])([CH3:35])[CH3:34]. (5) The reactants are: [NH2:1][C:2]1[CH:3]=[N:4][N:5]([CH3:25])[C:6]=1[C:7]1[CH:12]=[C:11]([C@@H:13]([NH:17][C:18](=[O:24])[O:19][C:20]([CH3:23])([CH3:22])[CH3:21])[CH2:14][CH:15]=[CH2:16])[CH:10]=[CH:9][N:8]=1.[CH3:26][C@H:27]([CH:31]=[CH2:32])[C:28](O)=[O:29].N1C=CC=CC=1.C(P1(=O)OP(CCC)(=O)OP(CCC)(=O)O1)CC. Given the product [CH3:25][N:5]1[C:6]([C:7]2[CH:12]=[C:11]([C@@H:13]([NH:17][C:18](=[O:24])[O:19][C:20]([CH3:21])([CH3:23])[CH3:22])[CH2:14][CH:15]=[CH2:16])[CH:10]=[CH:9][N:8]=2)=[C:2]([NH:1][C:28](=[O:29])[C@H:27]([CH3:26])[CH:31]=[CH2:32])[CH:3]=[N:4]1, predict the reactants needed to synthesize it. (6) Given the product [OH:39][CH2:38][CH2:37][S:34]([C:30]1[CH:29]=[C:28]([NH:27][C:24]([C:12]2[N:11]=[C:10]([C:7]3[CH:6]=[CH:5][C:4]([CH:1]([CH3:3])[CH3:2])=[CH:9][CH:8]=3)[C:19]3[C:14]([CH:13]=2)=[CH:15][CH:16]=[C:17]([O:20][CH2:21][C:22]#[CH:23])[CH:18]=3)=[O:26])[CH:33]=[CH:32][CH:31]=1)(=[O:35])=[O:36], predict the reactants needed to synthesize it. The reactants are: [CH:1]([C:4]1[CH:9]=[CH:8][C:7]([C:10]2[C:19]3[C:14](=[CH:15][CH:16]=[C:17]([O:20][CH2:21][C:22]#[CH:23])[CH:18]=3)[CH:13]=[C:12]([C:24]([OH:26])=O)[N:11]=2)=[CH:6][CH:5]=1)([CH3:3])[CH3:2].[NH2:27][C:28]1[CH:29]=[C:30]([S:34]([CH2:37][CH2:38][OH:39])(=[O:36])=[O:35])[CH:31]=[CH:32][CH:33]=1.F[P-](F)(F)(F)(F)F.N1(O[P+](N(C)C)(N(C)C)N(C)C)C2C=CC=CC=2N=N1.CS(C)=O. (7) Given the product [Cl:13][C:14]1[CH:21]=[C:20]([F:22])[CH:19]=[CH:18][C:15]=1[CH2:16][NH:17][C:10]([CH:6]1[CH2:7][C:8](=[O:9])[N:4]([CH:1]2[CH2:2][CH2:3]2)[CH2:5]1)=[O:12], predict the reactants needed to synthesize it. The reactants are: [CH:1]1([N:4]2[C:8](=[O:9])[CH2:7][CH:6]([C:10]([OH:12])=O)[CH2:5]2)[CH2:3][CH2:2]1.[Cl:13][C:14]1[CH:21]=[C:20]([F:22])[CH:19]=[CH:18][C:15]=1[CH2:16][NH2:17].ON1C2C=CC=CC=2N=N1.C(N1CCOCC1)C.Cl.CN(C)CCCN=C=NCC. (8) The reactants are: [OH:1][C:2]1[CH:3]=[CH:4][C:5]2[C:6]3[S:14][C:13]([CH2:15][CH2:16][CH3:17])=[N:12][C:7]=3[CH:8]=[N:9][C:10]=2[CH:11]=1.C(=O)([O-])[O-].[Cs+].[Cs+].[F:24][C:25]1[CH:32]=[CH:31][C:28]([CH2:29]Br)=[CH:27][CH:26]=1. Given the product [F:24][C:25]1[CH:32]=[CH:31][C:28]([CH2:29][O:1][C:2]2[CH:3]=[CH:4][C:5]3[C:6]4[S:14][C:13]([CH2:15][CH2:16][CH3:17])=[N:12][C:7]=4[CH:8]=[N:9][C:10]=3[CH:11]=2)=[CH:27][CH:26]=1, predict the reactants needed to synthesize it. (9) Given the product [NH2:1][CH2:2][CH:3]([CH2:7][CH:8]([CH2:16][CH3:18])[CH2:9][CH2:10][CH2:11][CH:12]([CH3:13])[CH3:14])[C:4]([OH:6])=[O:5], predict the reactants needed to synthesize it. The reactants are: [NH2:1][CH2:2][CH:3]([CH2:7][C:8]([CH3:16])(C)[CH2:9][CH2:10][CH2:11][CH:12]([CH3:14])[CH3:13])[C:4]([OH:6])=[O:5].N[CH2:18]C(CCCCCC(C)C)C(O)=O.C1(C(OC2C(C(C)(C)C)=CC(C)=CC=2C(C)(C)C)=O)CC1. (10) Given the product [Br:15][CH2:11][C:10]([C:5]1[CH:6]=[C:7]([O:8][CH3:9])[C:2]([Br:1])=[C:3]([O:13][CH3:14])[CH:4]=1)=[O:12], predict the reactants needed to synthesize it. The reactants are: [Br:1][C:2]1[C:7]([O:8][CH3:9])=[CH:6][C:5]([C:10](=[O:12])[CH3:11])=[CH:4][C:3]=1[O:13][CH3:14].[Br:15]Br.C([O-])(O)=O.[Na+].